Dataset: Reaction yield outcomes from USPTO patents with 853,638 reactions. Task: Predict the reaction yield, written as a fraction of the theoretical maximum amount of product (1.0 means a 100% yield; for example, 0.34 means a 34% yield). (1) The reactants are CN(C)C=O.C(=O)([O-])[O-].[K+].[K+].I[C:13]1[C:18]([O:19][C:20]2[C:29]3[C:24](=[CH:25][C:26]([O:32][CH3:33])=[C:27]([O:30][CH3:31])[CH:28]=3)[N:23]=[CH:22][CH:21]=2)=[CH:17][CH:16]=[C:15]([CH3:34])[N:14]=1.[C:35]([C:38]1[CH:39]=[C:40](B(O)O)[CH:41]=[CH:42][CH:43]=1)(=[O:37])[CH3:36]. The catalyst is O. The product is [CH3:31][O:30][C:27]1[CH:28]=[C:29]2[C:24](=[CH:25][C:26]=1[O:32][CH3:33])[N:23]=[CH:22][CH:21]=[C:20]2[O:19][C:18]1[C:13]([C:42]2[CH:43]=[C:38]([C:35](=[O:37])[CH3:36])[CH:39]=[CH:40][CH:41]=2)=[N:14][C:15]([CH3:34])=[CH:16][CH:17]=1. The yield is 0.990. (2) The reactants are [NH2:1][C:2]1[CH:3]=[C:4]([C:9]2[N:10]([CH2:22][CH3:23])[C:11]3[C:16]([C:17]=2[C:18]#[N:19])=[CH:15][CH:14]=[C:13]([O:20][CH3:21])[CH:12]=3)[CH:5]=[CH:6][C:7]=1[OH:8].C1N=CN([C:29](N2C=NC=C2)=[O:30])C=1. The catalyst is C1COCC1. The product is [CH2:22]([N:10]1[C:11]2[C:16](=[CH:15][CH:14]=[C:13]([O:20][CH3:21])[CH:12]=2)[C:17]([C:18]#[N:19])=[C:9]1[C:4]1[CH:5]=[CH:6][C:7]2[O:8][C:29](=[O:30])[NH:1][C:2]=2[CH:3]=1)[CH3:23]. The yield is 0.810. (3) The catalyst is C1COCC1.CCOC(C)=O. The yield is 0.440. The reactants are [H-].[Na+].[OH:3][CH2:4][CH2:5][N:6]1[C:10](=[O:11])[C:9]2=[CH:12][CH:13]=[CH:14][CH:15]=[C:8]2[C:7]1=[O:16].[Br:17][C:18]1[CH:19]=[CH:20][C:21]2[N:22]([CH2:32][CH:33]3[CH2:35][O:34]3)[C:23]3[C:28]([C:29]=2[CH:30]=1)=[CH:27][C:26]([Br:31])=[CH:25][CH:24]=3. The product is [Br:17][C:18]1[CH:19]=[CH:20][C:21]2[N:22]([CH2:32][CH:33]([OH:34])[CH2:35][O:3][CH2:4][CH2:5][N:6]3[C:10](=[O:11])[C:9]4[C:8](=[CH:15][CH:14]=[CH:13][CH:12]=4)[C:7]3=[O:16])[C:23]3[C:28]([C:29]=2[CH:30]=1)=[CH:27][C:26]([Br:31])=[CH:25][CH:24]=3. (4) The reactants are [CH2:1]([NH:8][CH:9]1[CH2:14][CH2:13][N:12]([C:15]([O:17][C:18]([CH3:21])([CH3:20])[CH3:19])=[O:16])[CH2:11][CH2:10]1)[C:2]1[CH:7]=[CH:6][CH:5]=[CH:4][CH:3]=1.CCN(CC)CC.[C:29](Cl)(=[O:31])[CH3:30]. The catalyst is C(Cl)Cl. The product is [CH2:1]([N:8]([CH:9]1[CH2:14][CH2:13][N:12]([C:15]([O:17][C:18]([CH3:21])([CH3:20])[CH3:19])=[O:16])[CH2:11][CH2:10]1)[C:29](=[O:31])[CH3:30])[C:2]1[CH:3]=[CH:4][CH:5]=[CH:6][CH:7]=1. The yield is 0.990.